Dataset: Forward reaction prediction with 1.9M reactions from USPTO patents (1976-2016). Task: Predict the product of the given reaction. Given the reactants [CH2:1]1[C:5]2=[C:6]3[C:7]([CH2:10][CH2:11]/[C:12]/3=[CH:13]\[CH2:14][NH2:15])=[N:8][CH:9]=[C:4]2[O:3][CH2:2]1.C(N(CC)CC)C.[C:23](Cl)(=[O:26])[CH2:24][CH3:25], predict the reaction product. The product is: [CH2:1]1[C:5]2=[C:6]3[C:7]([CH2:10][CH2:11]/[C:12]/3=[CH:13]\[CH2:14][NH:15][C:23](=[O:26])[CH2:24][CH3:25])=[N:8][CH:9]=[C:4]2[O:3][CH2:2]1.